Dataset: Full USPTO retrosynthesis dataset with 1.9M reactions from patents (1976-2016). Task: Predict the reactants needed to synthesize the given product. Given the product [S:1]1[C:5]2[CH:6]=[C:7]([N:10]3[CH2:14][CH2:13][N:12]([C:17]4[CH:18]=[N:19][CH:20]=[CH:21][C:22]=4[NH:23][C:24](=[O:26])[CH3:25])[C:11]3=[O:15])[CH:8]=[CH:9][C:4]=2[N:3]=[CH:2]1, predict the reactants needed to synthesize it. The reactants are: [S:1]1[C:5]2[CH:6]=[C:7]([N:10]3[CH2:14][CH2:13][NH:12][C:11]3=[O:15])[CH:8]=[CH:9][C:4]=2[N:3]=[CH:2]1.I[C:17]1[CH:18]=[N:19][CH:20]=[CH:21][C:22]=1[NH:23][C:24](=[O:26])[CH3:25].N[C@@H]1CCCC[C@H]1N.P([O-])([O-])([O-])=O.[K+].[K+].[K+].